Dataset: Forward reaction prediction with 1.9M reactions from USPTO patents (1976-2016). Task: Predict the product of the given reaction. (1) Given the reactants [F:1][C:2]1[CH:7]=[C:6]([N:8]2[CH2:12][C@H:11]([CH2:13][NH:14][C:15](=[O:17])[CH3:16])[O:10][C:9]2=[O:18])[CH:5]=[CH:4][C:3]=1[C:19]1[CH:24]=[CH:23][C:22]([CH2:25][NH:26][CH2:27][C:28]2[NH:32][N:31]=[N:30][CH:29]=2)=[CH:21][CH:20]=1.[S:33](=[O:37])(=[O:36])([OH:35])[OH:34].C(O)(C)C, predict the reaction product. The product is: [S:33]([OH:37])([OH:36])(=[O:35])=[O:34].[F:1][C:2]1[CH:7]=[C:6]([N:8]2[CH2:12][C@H:11]([CH2:13][NH:14][C:15](=[O:17])[CH3:16])[O:10][C:9]2=[O:18])[CH:5]=[CH:4][C:3]=1[C:19]1[CH:24]=[CH:23][C:22]([CH2:25][NH:26][CH2:27][C:28]2[NH:32][N:31]=[N:30][CH:29]=2)=[CH:21][CH:20]=1. (2) Given the reactants [F:1][C:2]1[CH:3]=[C:4]([OH:11])[CH:5]=[CH:6][C:7]=1[N+:8]([O-:10])=[O:9].[CH:12](N(C(C)C)CC)(C)C.C[Si](C=[N+]=[N-])(C)C, predict the reaction product. The product is: [CH3:12][O:11][C:4]1[CH:5]=[CH:6][C:7]([N+:8]([O-:10])=[O:9])=[C:2]([F:1])[CH:3]=1. (3) The product is: [CH:19]([N:13]1[C:12]([C:30]2[CH:35]=[CH:34][CH:33]=[CH:32][CH:31]=2)=[C:11]2[C:15]([CH2:16][CH:17]([CH3:18])[NH:8][CH2:9][CH2:10]2)=[N:14]1)([CH3:20])[CH3:21]. Given the reactants C(OC([N:8]1[CH:17]([CH3:18])[CH2:16][C:15]2[C:11](=[C:12](OS(C(F)(F)F)(=O)=O)[N:13]([CH:19]([CH3:21])[CH3:20])[N:14]=2)[CH2:10][CH2:9]1)=O)(C)(C)C.[C:30]1(B(O)O)[CH:35]=[CH:34][CH:33]=[CH:32][CH:31]=1.C(N1C(C2C=CC=CC=2)=C2C(CCNC(C)C2)=N1)(C)C, predict the reaction product.